Dataset: Catalyst prediction with 721,799 reactions and 888 catalyst types from USPTO. Task: Predict which catalyst facilitates the given reaction. (1) Reactant: [Cl:1][C:2]1[CH:7]=[CH:6][C:5]([S:8]([CH:11]([C:20]2[CH:25]=[C:24]([F:26])[CH:23]=[CH:22][C:21]=2[F:27])[CH2:12][CH2:13][O:14][CH2:15][CH2:16][O:17]C=C)(=[O:10])=[O:9])=[CH:4][CH:3]=1. Product: [Cl:1][C:2]1[CH:3]=[CH:4][C:5]([S:8]([CH:11]([C:20]2[CH:25]=[C:24]([F:26])[CH:23]=[CH:22][C:21]=2[F:27])[CH2:12][CH2:13][O:14][CH2:15][CH2:16][OH:17])(=[O:10])=[O:9])=[CH:6][CH:7]=1. The catalyst class is: 5. (2) Product: [CH2:15]([O:22][C:23]([N:1]1[CH2:5][CH2:4][CH2:3][C@H:2]1[C:6]([OH:8])=[O:7])=[O:24])[C:16]1[CH:21]=[CH:20][CH:19]=[CH:18][CH:17]=1. Reactant: [NH:1]1[CH2:5][CH2:4][CH2:3][C@H:2]1[C:6]([OH:8])=[O:7].C([O-])([O-])=O.[Na+].[Na+].[CH2:15]([O:22][C:23](Cl)=[O:24])[C:16]1[CH:21]=[CH:20][CH:19]=[CH:18][CH:17]=1. The catalyst class is: 6. (3) Reactant: C([Si]([O:18][C@H:19]1[CH2:24][CH2:23][CH2:22][CH2:21][C@H:20]1[O:25][CH2:26][CH2:27][C:28]1[CH:33]=[CH:32][C:31]([O:34][CH3:35])=[C:30]([O:36][CH3:37])[CH:29]=1)(C1C=CC=CC=1)C1C=CC=CC=1)(C)(C)C.[F-].C([N+](CCCC)(CCCC)CCCC)CCC. Product: [CH3:37][O:36][C:30]1[CH:29]=[C:28]([CH2:27][CH2:26][O:25][C@@H:20]2[CH2:21][CH2:22][CH2:23][CH2:24][C@@H:19]2[OH:18])[CH:33]=[CH:32][C:31]=1[O:34][CH3:35]. The catalyst class is: 1. (4) Reactant: C([O:3][C:4](=[O:12])[C:5]([C:7]1[S:8][CH:9]=[CH:10][CH:11]=1)=[O:6])C.Cl. Product: [S:8]1[CH:9]=[CH:10][CH:11]=[C:7]1[C:5](=[O:6])[C:4]([OH:12])=[O:3]. The catalyst class is: 95. (5) Reactant: [CH3:1][O:2][C:3]([C:5]1([NH:15][C:16]([O:18][C:19]([CH3:22])([CH3:21])[CH3:20])=[O:17])[CH2:7][CH:6]1[CH2:8][CH2:9]OS(C)(=O)=O)=[O:4].[C-:23]#[N:24].[Na+].[Na+].[I-]. Product: [CH3:1][O:2][C:3]([C:5]1([NH:15][C:16]([O:18][C:19]([CH3:22])([CH3:21])[CH3:20])=[O:17])[CH2:7][CH:6]1[CH2:8][CH2:9][C:23]#[N:24])=[O:4]. The catalyst class is: 31. (6) Reactant: Cl[C:2]1[N:7]=[CH:6][C:5]([C:8](=[O:10])[CH3:9])=[CH:4][CH:3]=1.[CH3:11][NH2:12]. Product: [CH3:11][NH:12][C:2]1[N:7]=[CH:6][C:5]([C:8](=[O:10])[CH3:9])=[CH:4][CH:3]=1. The catalyst class is: 6. (7) Reactant: Cl.[NH:2]([C:4]1[N:9]=[C:8]([NH2:10])[N:7]=[C:6]([NH2:11])[C:5]=1[N:12]=O)[NH2:3].C(O[CH:17](OCC)[CH2:18][Cl:19])C. Product: [Cl:19][CH2:18][C:17]1[N:3]=[N:2][C:4]2[C:5](=[C:6]([NH2:11])[N:7]=[C:8]([NH2:10])[N:9]=2)[N:12]=1. The catalyst class is: 3. (8) Reactant: Cl[CH2:2][C:3]1[C:4]([C:15]([NH:17][C:18]2[CH:23]=[CH:22][C:21]([OH:24])=[C:20]([O:25][CH3:26])[CH:19]=2)=[O:16])=[N:5][N:6]([C:8]2[CH:13]=[CH:12][C:11]([Cl:14])=[CH:10][CH:9]=2)[CH:7]=1.C(=O)([O-])[O-].[K+].[K+].Cl. Product: [Cl:14][C:11]1[CH:12]=[CH:13][C:8]([N:6]2[CH:7]=[C:3]3[CH2:2][N:17]([C:18]4[CH:23]=[CH:22][C:21]([OH:24])=[C:20]([O:25][CH3:26])[CH:19]=4)[C:15](=[O:16])[C:4]3=[N:5]2)=[CH:9][CH:10]=1. The catalyst class is: 18. (9) Reactant: [F:1][C:2]1[CH:3]=[CH:4][C:5]2[N:6]([CH:8]=[C:9]([C:11]3[CH:12]=[C:13]([C:17]([OH:20])([CH3:19])[CH3:18])[CH:14]=[N:15][CH:16]=3)[N:10]=2)[CH:7]=1.[Cl:21]N1C(=O)CCC1=O. Product: [Cl:21][C:8]1[N:6]2[CH:7]=[C:2]([F:1])[CH:3]=[CH:4][C:5]2=[N:10][C:9]=1[C:11]1[CH:12]=[C:13]([C:17]([OH:20])([CH3:18])[CH3:19])[CH:14]=[N:15][CH:16]=1. The catalyst class is: 10.